This data is from Forward reaction prediction with 1.9M reactions from USPTO patents (1976-2016). The task is: Predict the product of the given reaction. (1) Given the reactants Cl[CH:2]([C:4]1[N:9]=[C:8]([O:10][CH3:11])[CH:7]=[C:6]([O:12][CH3:13])[N:5]=1)[CH3:3].[Na].[CH3:15][SH:16].O, predict the reaction product. The product is: [CH3:15][S:16][CH:2]([C:4]1[N:9]=[C:8]([O:10][CH3:11])[CH:7]=[C:6]([O:12][CH3:13])[N:5]=1)[CH3:3]. (2) Given the reactants [N:1]12[CH2:7][C:4]([C:8]([C:16]3[CH:21]=[CH:20][CH:19]=[CH:18][CH:17]=3)([C:10]3[CH:15]=[CH:14][CH:13]=[CH:12][CH:11]=3)[OH:9])([CH2:5][CH2:6]1)[CH2:3][CH2:2]2.[Br:22][CH2:23][CH2:24][CH2:25][CH2:26][CH2:27][CH2:28][CH2:29][CH2:30][CH3:31], predict the reaction product. The product is: [Br-:22].[OH:9][C:8]([C:16]1[CH:21]=[CH:20][CH:19]=[CH:18][CH:17]=1)([C:10]1[CH:15]=[CH:14][CH:13]=[CH:12][CH:11]=1)[C:4]12[CH2:7][N+:1]([CH2:23][CH2:24][CH2:25][CH2:26][CH2:27][CH2:28][CH2:29][CH2:30][CH3:31])([CH2:6][CH2:5]1)[CH2:2][CH2:3]2. (3) Given the reactants [N:1]([C:4]1[CH:9]=[C:8]([Cl:10])[CH:7]=[CH:6][C:5]=1Br)=[N+:2]=[N-:3].B1([C:21]2[N:25]([CH:26]3[O:31][CH2:30][CH2:29][CH2:28][CH2:27]3)[N:24]=[CH:23][CH:22]=2)OC(C)(C)C(C)(C)O1.C([O-])([O-])=O.[Na+].[Na+].COCCOC, predict the reaction product. The product is: [N:1]([C:4]1[CH:9]=[C:8]([Cl:10])[CH:7]=[CH:6][C:5]=1[C:21]1[N:25]([CH:26]2[CH2:27][CH2:28][CH2:29][CH2:30][O:31]2)[N:24]=[CH:23][CH:22]=1)=[N+:2]=[N-:3]. (4) Given the reactants [CH3:1][C@@H:2]1[CH2:6][CH2:5][CH2:4][NH:3]1.Br[C:8]1[CH:13]=[CH:12][C:11]([S:14]([N:17]2[CH2:26][CH2:25][C:24]3[C@:19]([CH2:37][O:38][CH3:39])([CH2:20][C:21]4[CH:29]=[N:28][N:27]([C:30]5[CH:35]=[CH:34][C:33]([F:36])=[CH:32][CH:31]=5)[C:22]=4[CH:23]=3)[CH2:18]2)(=[O:16])=[O:15])=[CH:10][CH:9]=1, predict the reaction product. The product is: [F:36][C:33]1[CH:32]=[CH:31][C:30]([N:27]2[C:22]3[CH:23]=[C:24]4[C@:19]([CH2:37][O:38][CH3:39])([CH2:20][C:21]=3[CH:29]=[N:28]2)[CH2:18][N:17]([S:14]([C:11]2[CH:10]=[CH:9][C:8]([N:3]3[CH2:4][CH2:5][CH2:6][C@H:2]3[CH3:1])=[CH:13][CH:12]=2)(=[O:16])=[O:15])[CH2:26][CH2:25]4)=[CH:35][CH:34]=1.